Dataset: Forward reaction prediction with 1.9M reactions from USPTO patents (1976-2016). Task: Predict the product of the given reaction. (1) Given the reactants C(P(CCCC)CCCC)CCC.[CH3:14][O:15][C:16](=[O:25])[CH2:17][C:18]1[CH:23]=[CH:22][CH:21]=[C:20]([OH:24])[CH:19]=1.[CH:26]([C:29]1[N:30]=[C:31]([C:38]2[CH:43]=[CH:42][C:41]([C:44]([F:47])([F:46])[F:45])=[CH:40][CH:39]=2)[O:32][C:33]=1[CH:34]([CH3:37])[CH2:35]O)([CH3:28])[CH3:27], predict the reaction product. The product is: [CH3:14][O:15][C:16](=[O:25])[CH2:17][C:18]1[CH:23]=[CH:22][CH:21]=[C:20]([O:24][CH2:37][CH:34]([C:33]2[O:32][C:31]([C:38]3[CH:43]=[CH:42][C:41]([C:44]([F:45])([F:46])[F:47])=[CH:40][CH:39]=3)=[N:30][C:29]=2[CH:26]([CH3:28])[CH3:27])[CH3:35])[CH:19]=1. (2) Given the reactants Br[C:2]1[N:11]=[C:10]([C:12]([O:14][CH3:15])=[O:13])[C:9]([O:16][S:17]([C:20]2[CH:26]=[CH:25][C:23]([CH3:24])=[CH:22][CH:21]=2)(=[O:19])=[O:18])=[C:8]2[C:3]=1[CH:4]=[CH:5][CH:6]=[N:7]2.[CH3:27][NH:28][S:29]([CH2:32][CH2:33][CH2:34][CH2:35][NH:36][C:37](=[O:43])[O:38][C:39]([CH3:42])([CH3:41])[CH3:40])(=[O:31])=[O:30], predict the reaction product. The product is: [C:39]([O:38][C:37]([NH:36][CH2:35][CH2:34][CH2:33][CH2:32][S:29]([N:28]([C:2]1[N:11]=[C:10]([C:12]([O:14][CH3:15])=[O:13])[C:9]([O:16][S:17]([C:20]2[CH:26]=[CH:25][C:23]([CH3:24])=[CH:22][CH:21]=2)(=[O:19])=[O:18])=[C:8]2[C:3]=1[CH:4]=[CH:5][CH:6]=[N:7]2)[CH3:27])(=[O:31])=[O:30])=[O:43])([CH3:42])([CH3:41])[CH3:40]. (3) Given the reactants S(=O)(=O)(O)O.[CH3:6][C:7]1[CH:14]=[CH:13][C:10]([C:11]#[N:12])=[CH:9][CH:8]=1.C1C(=O)N([Br:22])C(=O)C1, predict the reaction product. The product is: [Br:22][C:8]1[CH:9]=[C:10]([CH:13]=[CH:14][C:7]=1[CH3:6])[C:11]#[N:12]. (4) Given the reactants O[CH2:2][C:3]1[CH:4]=[CH:5][C:6]2[CH:11]([NH:12][C:13](=[O:36])[CH2:14][CH:15]([NH:22][S:23]([C:26]3[CH:35]=[CH:34][C:33]4[C:28](=[CH:29][CH:30]=[CH:31][CH:32]=4)[CH:27]=3)(=[O:25])=[O:24])[C:16]3[CH:21]=[CH:20][CH:19]=[CH:18][CH:17]=3)[CH2:10][S:9](=[O:38])(=[O:37])[N:8]([CH3:39])[C:7]=2[CH:40]=1.S([O-])(=O)(=O)C.[NH3:46], predict the reaction product. The product is: [NH2:46][CH2:2][C:3]1[CH:4]=[CH:5][C:6]2[CH:11]([NH:12][C:13](=[O:36])[CH2:14][CH:15]([NH:22][S:23]([C:26]3[CH:35]=[CH:34][C:33]4[C:28](=[CH:29][CH:30]=[CH:31][CH:32]=4)[CH:27]=3)(=[O:24])=[O:25])[C:16]3[CH:17]=[CH:18][CH:19]=[CH:20][CH:21]=3)[CH2:10][S:9](=[O:37])(=[O:38])[N:8]([CH3:39])[C:7]=2[CH:40]=1.